This data is from Full USPTO retrosynthesis dataset with 1.9M reactions from patents (1976-2016). The task is: Predict the reactants needed to synthesize the given product. (1) Given the product [CH3:15][NH:16][C:10]([C:2]1[NH:1][C:9]2[C:4]([CH:3]=1)=[CH:5][CH:6]=[CH:7][CH:8]=2)=[O:12], predict the reactants needed to synthesize it. The reactants are: [NH:1]1[C:9]2[C:4](=[CH:5][CH:6]=[CH:7][CH:8]=2)[CH:3]=[C:2]1[C:10]([O:12]CC)=O.[CH3:15][NH2:16]. (2) The reactants are: [CH3:1][C:2]1[N:3]([Si:17]([CH:24]([CH3:26])[CH3:25])([CH:21]([CH3:23])[CH3:22])[CH:18]([CH3:20])[CH3:19])[CH:4]=[CH:5][C:6]=1[C:7]1[C:16]2[C:11](=[CH:12][CH:13]=[CH:14][CH:15]=2)[CH:10]=[CH:9][CH:8]=1.C1C(=O)N([Br:34])C(=O)C1. Given the product [Br:34][C:5]1[C:6]([C:7]2[C:16]3[C:11](=[CH:12][CH:13]=[CH:14][CH:15]=3)[CH:10]=[CH:9][CH:8]=2)=[C:2]([CH3:1])[N:3]([Si:17]([CH:21]([CH3:23])[CH3:22])([CH:18]([CH3:20])[CH3:19])[CH:24]([CH3:26])[CH3:25])[CH:4]=1, predict the reactants needed to synthesize it. (3) Given the product [Cl:36][C:37]1[CH:38]=[CH:39][C:40]([C:43]2[CH:48]=[CH:47][C:46]([CH3:49])=[C:45]([CH:6]3[C:7](=[O:8])[C:2]([CH3:12])([CH3:1])[O:3][C:4]([CH3:11])([CH3:10])[C:5]3=[O:9])[CH:44]=2)=[CH:41][CH:42]=1, predict the reactants needed to synthesize it. The reactants are: [CH3:1][C:2]1([CH3:12])[C:7](=[O:8])[CH2:6][C:5](=[O:9])[C:4]([CH3:11])([CH3:10])[O:3]1.C(Cl)(Cl)Cl.C1(C)C=CC=CC=1.C([O-])(=O)C.C([O-])(=O)C.C([O-])(=O)C.[Cl:36][C:37]1[CH:42]=[CH:41][C:40]([C:43]2[CH:48]=[CH:47][C:46]([CH3:49])=[C:45]([Pb+3])[CH:44]=2)=[CH:39][CH:38]=1. (4) Given the product [OH:1][C:2]1(/[CH:17]=[CH:18]/[C:19]2[CH2:23][CH2:22][CH2:21][C:20]=2[C:24]([O:26][CH2:27][CH3:28])=[O:25])[C:13]([CH3:15])([CH3:14])[CH2:12][C:5](=[O:6])[CH:4]=[C:3]1[CH3:16], predict the reactants needed to synthesize it. The reactants are: [OH:1][C:2]1(/[CH:17]=[CH:18]/[C:19]2[CH2:23][CH2:22][CH2:21][C:20]=2[C:24]([O:26][CH2:27][CH3:28])=[O:25])[C:13]([CH3:15])([CH3:14])[CH2:12][C:5]2(OC(C)C(C)[O:6]2)[CH:4]=[C:3]1[CH3:16].O. (5) Given the product [NH2:13][C:14]1[C:29]([Cl:30])=[CH:28][C:17]([C:18]([O:20][CH2:21][CH:22]2[CH2:23][CH2:24][N:25]([CH2:4][CH2:3][CH2:2][O:5][C:6]3[CH:11]=[CH:10][C:9]([F:12])=[CH:8][CH:7]=3)[CH2:26][CH2:27]2)=[O:19])=[C:16]([O:31][CH3:32])[CH:15]=1, predict the reactants needed to synthesize it. The reactants are: Cl[CH:2]([O:5][C:6]1[CH:11]=[CH:10][C:9]([F:12])=[CH:8][CH:7]=1)[CH2:3][CH3:4].[NH2:13][C:14]1[C:29]([Cl:30])=[CH:28][C:17]([C:18]([O:20][CH2:21][CH:22]2[CH2:27][CH2:26][NH:25][CH2:24][CH2:23]2)=[O:19])=[C:16]([O:31][CH3:32])[CH:15]=1.C(N(CC)CC)C. (6) Given the product [CH3:8][S:9]([O:13][CH2:14][CH2:15][O:16][CH2:17][CH2:18][NH:19][C:20]([O:21][C:22]([CH3:23])([CH3:25])[CH3:24])=[O:26])(=[O:11])=[O:10], predict the reactants needed to synthesize it. The reactants are: C(N(CC)CC)C.[CH3:8][S:9](Cl)(=[O:11])=[O:10].[OH:13][CH2:14][CH2:15][O:16][CH2:17][CH2:18][NH:19][C:20](=[O:26])[O:21][C:22]([CH3:25])([CH3:24])[CH3:23].O. (7) The reactants are: C(OC([N:8]1[C:16]2[C:11](=[CH:12][CH:13]=[C:14]([CH2:17][C:18]3[CH:23]=[CH:22][C:21]([F:24])=[CH:20][CH:19]=3)[CH:15]=2)[C:10]([CH3:26])([CH3:25])[CH2:9]1)=O)(C)(C)C.Cl. Given the product [F:24][C:21]1[CH:22]=[CH:23][C:18]([CH2:17][C:14]2[CH:15]=[C:16]3[C:11]([C:10]([CH3:25])([CH3:26])[CH2:9][NH:8]3)=[CH:12][CH:13]=2)=[CH:19][CH:20]=1, predict the reactants needed to synthesize it. (8) Given the product [ClH:1].[CH3:43][O:44][C:45]1[C:46]([O:41][CH3:42])=[CH:30][C:23]2[CH2:22][CH2:21][N:20]([C:18](=[O:19])[CH2:17][CH2:16][NH:15][CH2:14][CH:8]3[CH2:7][C:6]4[C:9]3=[C:10]([O:39][CH3:38])[CH:11]=[CH:4][CH:5]=4)[CH2:26][CH2:25][C:24]=2[CH:27]=1, predict the reactants needed to synthesize it. The reactants are: [ClH:1].CO[C:4]1[CH:5]=[C:6]2[C:9](=[CH:10][C:11]=1OC)[CH:8]([CH2:14][N:15](C)[CH2:16][CH2:17][C:18]([N:20]1[CH2:26][CH2:25][C:24]3[CH:27]=C(OC)C(OC)=[CH:30][C:23]=3[CH2:22][CH2:21]1)=[O:19])[CH2:7]2.C1C[O:39][CH2:38]C1.[O:41]1[CH2:46][CH2:45][O:44][CH2:43][CH2:42]1. (9) Given the product [ClH:45].[ClH:45].[CH3:15][N:13]1[CH2:14][C@@H:10]2[C@H:11]([CH2:2][N:3]3[CH2:24][CH2:23][CH2:22][C:5]4[CH:6]=[CH:7][CH:8]=[C:9]2[C:4]3=4)[CH2:12]1, predict the reactants needed to synthesize it. The reactants are: O=[C:2]1[C@@H:11]2[CH2:12][N:13]([C:15](OC(C)(C)C)=O)[CH2:14][C@H:10]2[C:9]2[C:4]3=[C:5]([CH2:22][CH2:23][CH2:24][N:3]13)[CH:6]=[CH:7][CH:8]=2.C=O.C(O[BH-](OC(=O)C)OC(=O)C)(=O)C.[Na+].C(O)(=O)C.[ClH:45]. (10) Given the product [Cl:12][C:3]1[CH:4]=[C:5]([CH:10]=[CH:11][C:2]=1[NH:1][C:29]([C:28]1[C:23]([OH:22])=[N:24][CH:25]=[CH:26][CH:27]=1)=[O:30])[C:6]([O:8][CH3:9])=[O:7], predict the reactants needed to synthesize it. The reactants are: [NH2:1][C:2]1[CH:11]=[CH:10][C:5]([C:6]([O:8][CH3:9])=[O:7])=[CH:4][C:3]=1[Cl:12].C(N(C(C)C)CC)(C)C.[O:22]=[C:23]1[C:28]([C:29](Cl)=[O:30])=[CH:27][CH:26]=[CH:25][NH:24]1.